From a dataset of Reaction yield outcomes from USPTO patents with 853,638 reactions. Predict the reaction yield, written as a fraction of the theoretical maximum amount of product (1.0 means a 100% yield; for example, 0.34 means a 34% yield). (1) The reactants are [CH3:1][O:2][C:3]1[CH:27]=[C:26]([O:28][CH3:29])[CH:25]=[CH:24][C:4]=1[CH2:5][N:6]1[C:9](=[O:10])[C@@H:8]([NH:11][C:12](=[O:21])[O:13][CH2:14][C:15]2[CH:20]=[CH:19][CH:18]=[CH:17][CH:16]=2)[C@H:7]1[CH:22]=[O:23].[BH4-].[Na+]. The catalyst is C(Cl)Cl.CO. The product is [CH3:1][O:2][C:3]1[CH:27]=[C:26]([O:28][CH3:29])[CH:25]=[CH:24][C:4]=1[CH2:5][N:6]1[C:9](=[O:10])[C@@H:8]([NH:11][C:12](=[O:21])[O:13][CH2:14][C:15]2[CH:20]=[CH:19][CH:18]=[CH:17][CH:16]=2)[C@H:7]1[CH2:22][OH:23]. The yield is 0.950. (2) The reactants are [NH:1]1[CH2:8][CH2:7][CH2:6][C@@H:2]1[C:3]([OH:5])=[O:4].[C:9](Cl)(=[O:13])[C:10]([CH3:12])=[CH2:11]. The catalyst is [OH-].[Na+].CC(C)=O. The product is [C:9]([N:1]1[CH2:8][CH2:7][CH2:6][C@@H:2]1[C:3]([OH:5])=[O:4])(=[O:13])[C:10]([CH3:12])=[CH2:11]. The yield is 0.680.